Dataset: Ames mutagenicity test results for genotoxicity prediction. Task: Regression/Classification. Given a drug SMILES string, predict its toxicity properties. Task type varies by dataset: regression for continuous values (e.g., LD50, hERG inhibition percentage) or binary classification for toxic/non-toxic outcomes (e.g., AMES mutagenicity, cardiotoxicity, hepatotoxicity). Dataset: ames. (1) The drug is Nc1ccccn1. The result is 0 (non-mutagenic). (2) The drug is CCCCC#N. The result is 0 (non-mutagenic). (3) The drug is CC(C(=O)O)c1ccc(Oc2nccs2)cc1. The result is 0 (non-mutagenic). (4) The compound is O=c1c2ccccc2c(=O)c2c1ccc1c2[nH]c2c3c(=O)c4ccccc4c(=O)c3c3[nH]c4c(ccc5c(=O)c6ccccc6c(=O)c54)c3c12. The result is 0 (non-mutagenic). (5) The compound is FC(F)(Cl)C(F)(F)Cl. The result is 0 (non-mutagenic). (6) The drug is CC(C)CCCC(C)C1CCC2C3CC4N(N5C(=O)c6ccccc6C5=O)C45CC(Cl)CCC5(C)C3CCC12C. The result is 0 (non-mutagenic). (7) The result is 1 (mutagenic). The molecule is C=CC(=O)N(CC1CO1)CC1CO1.